The task is: Regression/Classification. Given a drug SMILES string, predict its absorption, distribution, metabolism, or excretion properties. Task type varies by dataset: regression for continuous measurements (e.g., permeability, clearance, half-life) or binary classification for categorical outcomes (e.g., BBB penetration, CYP inhibition). Dataset: cyp2c9_veith.. This data is from CYP2C9 inhibition data for predicting drug metabolism from PubChem BioAssay. (1) The compound is CCOC(=O)c1cnc(-c2ccccc2)nc1Oc1ccccc1. The result is 1 (inhibitor). (2) The compound is N#Cc1ccc(CN2CC3(CCN(C(=O)c4ccco4)CC3)C2)cc1. The result is 0 (non-inhibitor).